This data is from Peptide-MHC class I binding affinity with 185,985 pairs from IEDB/IMGT. The task is: Regression. Given a peptide amino acid sequence and an MHC pseudo amino acid sequence, predict their binding affinity value. This is MHC class I binding data. (1) The peptide sequence is YEFLQPILL. The MHC is HLA-B44:02 with pseudo-sequence HLA-B44:02. The binding affinity (normalized) is 0.674. (2) The peptide sequence is AAGIIILMEY. The MHC is HLA-A03:01 with pseudo-sequence HLA-A03:01. The binding affinity (normalized) is 0.192. (3) The peptide sequence is SRWPITHLHTD. The MHC is HLA-B27:05 with pseudo-sequence HLA-B27:05. The binding affinity (normalized) is 0.321. (4) The peptide sequence is LNIMNKLNI. The MHC is SLA-30401 with pseudo-sequence SLA-30401. The binding affinity (normalized) is 0.585. (5) The peptide sequence is SLVAIHLAC. The MHC is HLA-A03:01 with pseudo-sequence HLA-A03:01. The binding affinity (normalized) is 0.0847. (6) The peptide sequence is WQGPSAAAY. The MHC is HLA-A68:02 with pseudo-sequence HLA-A68:02. The binding affinity (normalized) is 0.0847. (7) The binding affinity (normalized) is 0.761. The MHC is H-2-Db with pseudo-sequence H-2-Db. The peptide sequence is FAIFLWPPV. (8) The peptide sequence is RMMGKNIFY. The MHC is HLA-A30:01 with pseudo-sequence HLA-A30:01. The binding affinity (normalized) is 0.810. (9) The peptide sequence is MLCLLLLSV. The MHC is HLA-A02:02 with pseudo-sequence HLA-A02:02. The binding affinity (normalized) is 0.506.